Dataset: Catalyst prediction with 721,799 reactions and 888 catalyst types from USPTO. Task: Predict which catalyst facilitates the given reaction. (1) Reactant: [CH3:1][S:2]([NH:5][C:6]1[CH:21]=[CH:20][C:9]2[NH:10][C:11]([CH2:16][C:17]([OH:19])=O)=[N:12][S:13](=[O:15])(=[O:14])[C:8]=2[CH:7]=1)(=[O:4])=[O:3].[CH3:22][O:23][C:24]([CH:26]1[CH2:30][CH2:29][CH2:28][N:27]1[NH:31][CH2:32][CH2:33][C:34]([CH3:37])([CH3:36])[CH3:35])=[O:25].C1(N=C=NC2CCCCC2)CCCCC1.ClCCl. Product: [CH3:22][O:23][C:24]([CH:26]1[CH2:30][CH2:29][CH2:28][N:27]1[N:31]([CH2:32][CH2:33][C:34]([CH3:37])([CH3:36])[CH3:35])[C:17](=[O:19])[CH2:16][C:11]1[NH:10][C:9]2[CH:20]=[CH:21][C:6]([NH:5][S:2]([CH3:1])(=[O:3])=[O:4])=[CH:7][C:8]=2[S:13](=[O:14])(=[O:15])[N:12]=1)=[O:25]. The catalyst class is: 9. (2) The catalyst class is: 11. Reactant: [Cl:1][C:2]1[CH:7]=[CH:6][CH:5]=[CH:4][C:3]=1[C:8]1[C:12]([C:13]([NH2:15])=O)=[CH:11][N:10]([C:16]2[CH:21]=[CH:20][N:19]=[C:18]([Cl:22])[CH:17]=2)[N:9]=1.C[N:24]([CH:26](OC)OC)C.O.[NH2:32]N. Product: [Cl:22][C:18]1[CH:17]=[C:16]([N:10]2[CH:11]=[C:12]([C:13]3[N:24]=[CH:26][NH:32][N:15]=3)[C:8]([C:3]3[CH:4]=[CH:5][CH:6]=[CH:7][C:2]=3[Cl:1])=[N:9]2)[CH:21]=[CH:20][N:19]=1. (3) Reactant: [N+:1]([C:4]1[CH:5]=[CH:6][C:7]([C:11]([F:17])([F:16])[C:12]([F:15])([F:14])[F:13])=[C:8]([OH:10])[CH:9]=1)([O-:3])=[O:2].Cl.Cl[CH2:20][CH2:21][N:22]1[CH2:26][CH2:25][CH2:24][CH2:23]1.CN(C=O)C.C([O-])([O-])=O.[K+].[K+]. Product: [N+:1]([C:4]1[CH:5]=[CH:6][C:7]([C:11]([F:16])([F:17])[C:12]([F:13])([F:14])[F:15])=[C:8]([CH:9]=1)[O:10][CH2:20][CH2:21][N:22]1[CH2:26][CH2:25][CH2:24][CH2:23]1)([O-:3])=[O:2]. The catalyst class is: 25. (4) Reactant: [Cl:1][C:2]1[CH:36]=[CH:35][C:5]([CH2:6][N:7]2[C:15]3[C:14](=[O:16])[N:13]([CH2:17][CH2:18][CH2:19][O:20]C4CCCCO4)[C:12](=[O:27])[N:11]([CH3:28])[C:10]=3[N:9]=[C:8]2[CH2:29][CH2:30][CH2:31][O:32]CC)=[CH:4][CH:3]=1.C(Cl)(=O)C.CN1CCC(=C2C3C(=CC=CC=3)C=CC3C2=CC=CC=3)CC1. Product: [Cl:1][C:2]1[CH:3]=[CH:4][C:5]([CH2:6][N:7]2[C:15]3[C:14](=[O:16])[N:13]([CH2:17][CH2:18][CH2:19][OH:20])[C:12](=[O:27])[N:11]([CH3:28])[C:10]=3[N:9]=[C:8]2[CH2:29][CH2:30][CH2:31][OH:32])=[CH:35][CH:36]=1. The catalyst class is: 8. (5) Reactant: [Br:1][C:2]1[C:3]([Cl:12])=[C:4]2[C:10]([I:11])=[CH:9][NH:8][C:5]2=[N:6][CH:7]=1.[H-].[Na+].[CH3:15][Si:16]([CH3:23])([CH3:22])[CH2:17][CH2:18][O:19][CH2:20]Cl. Product: [Br:1][C:2]1[C:3]([Cl:12])=[C:4]2[C:10]([I:11])=[CH:9][N:8]([CH2:20][O:19][CH2:18][CH2:17][Si:16]([CH3:23])([CH3:22])[CH3:15])[C:5]2=[N:6][CH:7]=1. The catalyst class is: 3. (6) Reactant: [F:1][C:2]1[CH:7]=[CH:6][C:5]([O:8][CH3:9])=[C:4]([N+:10]([O-])=O)[CH:3]=1. Product: [F:1][C:2]1[CH:7]=[CH:6][C:5]([O:8][CH3:9])=[C:4]([NH2:10])[CH:3]=1. The catalyst class is: 78.